From a dataset of Reaction yield outcomes from USPTO patents with 853,638 reactions. Predict the reaction yield, written as a fraction of the theoretical maximum amount of product (1.0 means a 100% yield; for example, 0.34 means a 34% yield). (1) The product is [F:16][C:2]1([F:1])[CH2:5][N:4]([CH2:6][C:7]2[N:11]([CH3:12])[N:10]=[C:9]([NH2:13])[CH:8]=2)[CH2:3]1. The reactants are [F:1][C:2]1([F:16])[CH2:5][N:4]([CH2:6][C:7]2[N:11]([CH3:12])[N:10]=[C:9]([N+:13]([O-])=O)[CH:8]=2)[CH2:3]1. The yield is 1.00. The catalyst is C(O)C. (2) The reactants are N(C(OCC)=O)=NC(OCC)=O.[CH2:13]([N:15]1[C:21]2[N:22]=[CH:23][C:24]([CH2:26][CH2:27][OH:28])=[CH:25][C:20]=2[C:19](=[O:29])[N:18]([CH3:30])[C:17]2[CH:31]=[CH:32][C:33]([F:35])=[N:34][C:16]1=2)[CH3:14].O[C:37]1[C:46]2[C:41](=[CH:42][CH:43]=[CH:44][CH:45]=2)[N:40]=[CH:39][CH:38]=1.C1C=CC(P(C2C=CC=CC=2)C2C=CC=CC=2)=CC=1. The catalyst is C1COCC1. The product is [CH2:13]([N:15]1[C:21]2[N:22]=[CH:23][C:24]([CH2:26][CH2:27][O:28][C:37]3[C:46]4[C:41](=[CH:42][CH:43]=[CH:44][CH:45]=4)[N:40]=[CH:39][CH:38]=3)=[CH:25][C:20]=2[C:19](=[O:29])[N:18]([CH3:30])[C:17]2[CH:31]=[CH:32][C:33]([F:35])=[N:34][C:16]1=2)[CH3:14]. The yield is 0.670. (3) The reactants are [Cr](O[Cr]([O-])(=O)=O)([O-])(=O)=O.[K+].[K+].[CH3:12][O:13][C:14]1[CH:15]=[C:16]([CH:20]([OH:29])[CH2:21][CH2:22][C:23]2[CH:28]=[CH:27][CH:26]=[CH:25][CH:24]=2)[CH:17]=[CH:18][CH:19]=1. The catalyst is O.S(=O)(=O)(O)O.CCOCC. The product is [CH3:12][O:13][C:14]1[CH:15]=[C:16]([C:20](=[O:29])[CH2:21][CH2:22][C:23]2[CH:28]=[CH:27][CH:26]=[CH:25][CH:24]=2)[CH:17]=[CH:18][CH:19]=1. The yield is 0.830. (4) The reactants are [Cl:1][C:2]1[CH:7]=[CH:6][C:5]([C:8]2([C:12]3[N:17]=[C:16]([CH3:18])[N:15]=[C:14](O)[CH:13]=3)[CH2:11][CH2:10][CH2:9]2)=[CH:4][CH:3]=1.P(Cl)(Cl)([Cl:22])=O.[OH-].[Na+]. The catalyst is ClCCl. The product is [Cl:22][C:14]1[CH:13]=[C:12]([C:8]2([C:5]3[CH:6]=[CH:7][C:2]([Cl:1])=[CH:3][CH:4]=3)[CH2:11][CH2:10][CH2:9]2)[N:17]=[C:16]([CH3:18])[N:15]=1. The yield is 0.850. (5) The reactants are Cl[C:2]1[N:3]=[C:4]2[CH:11]=[CH:10][N:9]=[C:8]([Cl:12])[C:5]2=[N:6][CH:7]=1.[O:13]1[CH:17]=[C:16]([CH2:18][OH:19])[N:15]=[CH:14]1.C(=O)([O-])[O-].[K+].[K+]. The catalyst is CN(C=O)C.O.CCO.CCOC(C)=O. The product is [Cl:12][C:8]1[C:5]2=[N:6][CH:7]=[C:2]([O:19][CH2:18][C:16]3[N:15]=[CH:14][O:13][CH:17]=3)[N:3]=[C:4]2[CH:11]=[CH:10][N:9]=1. The yield is 0.530. (6) The reactants are [H-].[Na+].[C:3]([C:5]1[CH:6]=[C:7]([CH:12]=[CH:13][C:14]=1[OH:15])[C:8]([O:10][CH3:11])=[O:9])#[N:4].BrCCO[Si]([C:23](C)([CH3:25])[CH3:24])(C)C. The catalyst is CN(C=O)C.CCOC(C)=O. The product is [C:3]([C:5]1[CH:6]=[C:7]([CH:12]=[CH:13][C:14]=1[O:15][CH:23]([CH3:25])[CH3:24])[C:8]([O:10][CH3:11])=[O:9])#[N:4]. The yield is 0.410. (7) The reactants are [NH2:1][C:2]1[N:7]=[C:6]([Cl:8])[CH:5]=[C:4](Cl)[N:3]=1.Cl.[C:11]([O:15][C:16](=[O:20])[CH2:17][CH2:18][NH2:19])([CH3:14])([CH3:13])[CH3:12].C(N(CC)CC)C. The catalyst is CN(C=O)C.C(OCC)(=O)C.[NH4+].[Cl-]. The product is [NH2:1][C:2]1[N:3]=[C:4]([NH:19][CH2:18][CH2:17][C:16]([O:15][C:11]([CH3:14])([CH3:13])[CH3:12])=[O:20])[CH:5]=[C:6]([Cl:8])[N:7]=1. The yield is 0.700. (8) The reactants are [Cl:1][C:2]1[CH:3]=[CH:4][C:5]([CH2:9][OH:10])=[C:6]([OH:8])[CH:7]=1. The catalyst is ClCCl.O1CCCC1. The product is [Cl:1][C:2]1[CH:3]=[CH:4][C:5]([CH:9]=[O:10])=[C:6]([OH:8])[CH:7]=1. The yield is 0.720.